Task: Regression. Given a peptide amino acid sequence and an MHC pseudo amino acid sequence, predict their binding affinity value. This is MHC class II binding data.. Dataset: Peptide-MHC class II binding affinity with 134,281 pairs from IEDB (1) The peptide sequence is SQDLELSWNGNGLQAY. The binding affinity (normalized) is 0.141. The MHC is DRB1_0802 with pseudo-sequence DRB1_0802. (2) The peptide sequence is KQQGIRYANPIAFFR. The MHC is HLA-DQA10102-DQB10602 with pseudo-sequence HLA-DQA10102-DQB10602. The binding affinity (normalized) is 0.263. (3) The peptide sequence is LLKILVLSILSSPTK. The MHC is DRB5_0101 with pseudo-sequence DRB5_0101. The binding affinity (normalized) is 0.703. (4) The MHC is DRB5_0101 with pseudo-sequence DRB5_0101. The peptide sequence is KEKVYLSWVPAHKGIGGNE. The binding affinity (normalized) is 0.745. (5) The MHC is DRB1_0101 with pseudo-sequence DRB1_0101. The binding affinity (normalized) is 0.728. The peptide sequence is PVALLPLSLLFLPKA.